Regression/Classification. Given a drug SMILES string, predict its toxicity properties. Task type varies by dataset: regression for continuous values (e.g., LD50, hERG inhibition percentage) or binary classification for toxic/non-toxic outcomes (e.g., AMES mutagenicity, cardiotoxicity, hepatotoxicity). Dataset: ames. From a dataset of Ames mutagenicity test results for genotoxicity prediction. (1) The compound is Nc1ccc(Cc2cc(O)c(N)c(Cl)c2)cc1Cl. The result is 0 (non-mutagenic). (2) The molecule is Cc1cccc(C)c1N=Nc1c(O)ccc2ccccc12. The result is 0 (non-mutagenic). (3) The molecule is CCOC(=O)Cc1c(C(=O)O)c2ccccc2n1C. The result is 0 (non-mutagenic). (4) The molecule is CC(C)C(C)C. The result is 0 (non-mutagenic).